From a dataset of Forward reaction prediction with 1.9M reactions from USPTO patents (1976-2016). Predict the product of the given reaction. (1) Given the reactants [C:1](=[NH:14])([C:8]1[CH:13]=[CH:12][CH:11]=[CH:10][CH:9]=1)[C:2]1[CH:7]=[CH:6][CH:5]=[CH:4][CH:3]=1.N[CH:16]1[CH2:21][CH2:20][CH2:19][NH:18][C:17]1=[O:22], predict the reaction product. The product is: [C:1](=[N:14][CH:16]1[CH2:21][CH2:20][CH2:19][NH:18][C:17]1=[O:22])([C:8]1[CH:9]=[CH:10][CH:11]=[CH:12][CH:13]=1)[C:2]1[CH:7]=[CH:6][CH:5]=[CH:4][CH:3]=1. (2) Given the reactants [CH3:1][O:2][CH:3]1[O:9][C@H:8]([CH2:10]O)[C@@H:6]([OH:7])[C@H:4]1[OH:5].C(N(CC)CC)C.S(Cl)([Cl:21])=O, predict the reaction product. The product is: [CH3:1][O:2][CH:3]1[O:9][C@H:8]([CH2:10][Cl:21])[C@@H:6]([OH:7])[C@H:4]1[OH:5].